This data is from Forward reaction prediction with 1.9M reactions from USPTO patents (1976-2016). The task is: Predict the product of the given reaction. (1) The product is: [Cl:1][C:2]1[N:3]=[C:4]([Cl:11])[C:5]2[N:10]([CH2:15][C@H:16]3[CH2:21][CH2:20][C@H:19]([CH3:22])[CH2:18][CH2:17]3)[CH:9]=[CH:8][C:6]=2[N:7]=1. Given the reactants [Cl:1][C:2]1[N:3]=[C:4]([Cl:11])[C:5]2[NH:10][CH:9]=[CH:8][C:6]=2[N:7]=1.[H-].[Na+].Br[CH2:15][C@H:16]1[CH2:21][CH2:20][C@H:19]([CH3:22])[CH2:18][CH2:17]1, predict the reaction product. (2) Given the reactants Cl[C:2]1[N:7]=[C:6]([N:8]2[CH2:13][CH2:12][O:11][CH2:10][CH2:9]2)[CH:5]=[N:4][CH:3]=1.[CH3:14][C:15]1[N:20]=[CH:19][C:18]([NH2:21])=[CH:17][C:16]=1B1OC(C)(C)C(C)(C)O1.C(Cl)Cl.C(=O)([O-])[O-].[Na+].[Na+], predict the reaction product. The product is: [CH3:14][C:15]1[N:20]=[CH:19][C:18]([NH2:21])=[CH:17][C:16]=1[C:2]1[CH:3]=[N:4][CH:5]=[C:6]([N:8]2[CH2:13][CH2:12][O:11][CH2:10][CH2:9]2)[N:7]=1. (3) Given the reactants [CH3:1][C@:2]12[CH2:19][CH2:18][C@H:17]3[C@@H:7]([CH2:8][CH2:9][C:10]4[C@:15]3([CH3:16])[CH:14]=[CH:13][C:12](=[O:20])[CH:11]=4)[C@@H:6]1[CH2:5][CH2:4][C:3]2=[O:21].[OH2:22].[C:23]1([CH3:33])C=CC(S(O)(=O)=O)=CC=1, predict the reaction product. The product is: [CH2:33]1[CH2:23][O:22][C:3]2([CH2:4][CH2:5][C@H:6]3[C@H:7]4[C@H:17]([CH2:18][CH2:19][C@:2]23[CH3:1])[C@:15]2([CH3:16])[C:10](=[CH:11][C:12](=[O:20])[CH:13]=[CH:14]2)[CH2:9][CH2:8]4)[O:21]1. (4) Given the reactants Br[C:2]1[CH:9]=[CH:8][C:5]([C:6]#[N:7])=[C:4]([CH3:10])[CH:3]=1.CC1(C)C(C)(C)OB([C:19]2[CH2:24][CH2:23][N:22]([C:25]([O:27][C:28]([CH3:31])([CH3:30])[CH3:29])=[O:26])[CH2:21][CH:20]=2)O1.C(=O)([O-])[O-].[K+].[K+], predict the reaction product. The product is: [C:6]([C:5]1[CH:8]=[CH:9][C:2]([C:19]2[CH2:24][CH2:23][N:22]([C:25]([O:27][C:28]([CH3:31])([CH3:30])[CH3:29])=[O:26])[CH2:21][CH:20]=2)=[CH:3][C:4]=1[CH3:10])#[N:7].